This data is from Reaction yield outcomes from USPTO patents with 853,638 reactions. The task is: Predict the reaction yield, written as a fraction of the theoretical maximum amount of product (1.0 means a 100% yield; for example, 0.34 means a 34% yield). (1) The reactants are S(=O)(=O)(O)O.[C:6]([C:10]1[CH:11]=[N:12][CH:13]=[CH:14][CH:15]=1)(=[O:9])[CH2:7][CH3:8].[CH3:16][C:17](C)([CH3:21])[C:18](O)=O.S(OOS([O-])(=O)=O)([O-])(=O)=O.[NH4+].[NH4+].N. The catalyst is O.[N+]([O-])([O-])=O.[Ag+]. The product is [C:17]([C:13]1[N:12]=[CH:11][C:10]([C:6](=[O:9])[CH2:7][CH3:8])=[CH:15][CH:14]=1)([CH3:21])([CH3:18])[CH3:16]. The yield is 0.980. (2) The reactants are [OH:1][C:2]1[CH:7]=[CH:6][C:5]([C:8]([C:10]2[CH:15]=[CH:14][C:13]([OH:16])=[CH:12][CH:11]=2)=O)=[CH:4][CH:3]=1.[OH:17][CH2:18][CH2:19][O:20][CH2:21][CH2:22][O:23][C:24]1[CH:25]=[C:26]([C:30](=O)[CH2:31][CH3:32])[CH:27]=[CH:28][CH:29]=1. No catalyst specified. The product is [OH:17][CH2:18][CH2:19][O:20][CH2:21][CH2:22][O:23][C:24]1[CH:25]=[C:26]([C:30]([CH2:31][CH3:32])=[C:8]([C:10]2[CH:15]=[CH:14][C:13]([OH:16])=[CH:12][CH:11]=2)[C:5]2[CH:6]=[CH:7][C:2]([OH:1])=[CH:3][CH:4]=2)[CH:27]=[CH:28][CH:29]=1. The yield is 0.790. (3) The reactants are [C:1]([C@H:5]1[CH2:10][CH2:9][C@H:8]([O:11][C:12]2[CH:13]=[C:14]3[C:19](=[CH:20][CH:21]=2)[CH2:18][C@@H:17]([C@:22]2([CH3:28])[CH2:26][O:25][C:24](=[O:27])[NH:23]2)[CH2:16][CH2:15]3)[CH2:7][CH2:6]1)([CH3:4])([CH3:3])[CH3:2].[I:29]N1C(=O)CCC1=O.C(Cl)Cl. The catalyst is [Cl-].[Cl-].[Cl-].[Cl-].[Zr+4]. The product is [C:1]([C@H:5]1[CH2:6][CH2:7][C@H:8]([O:11][C:12]2[C:13]([I:29])=[C:14]3[C:19](=[CH:20][CH:21]=2)[CH2:18][C@@H:17]([C@:22]2([CH3:28])[CH2:26][O:25][C:24](=[O:27])[NH:23]2)[CH2:16][CH2:15]3)[CH2:9][CH2:10]1)([CH3:4])([CH3:2])[CH3:3]. The yield is 0.980. (4) The product is [OH:21][N:20]=[CH:2][C:3]([NH:22][C:23]1[CH:31]=[CH:30][CH:29]=[C:28]2[C:24]=1[CH2:25][CH2:26][CH2:27]2)=[O:5]. The catalyst is O. The yield is 0.900. The reactants are Cl[C:2](Cl)(Cl)[CH:3]([OH:5])O.S([O-])([O-])(=O)=O.[Na+].[Na+].S(O)(O)(=O)=O.[NH2:20][OH:21].[NH2:22][C:23]1[CH:31]=[CH:30][CH:29]=[C:28]2[C:24]=1[CH2:25][CH2:26][CH2:27]2.Cl. (5) The reactants are [CH2:1]([O:3][C@@H:4]([CH2:9][C:10]1[CH:15]=[CH:14][C:13]([C:16]2[CH:20]=[C:19]([CH2:21][NH:22][CH3:23])[S:18][CH:17]=2)=[CH:12][CH:11]=1)[C:5]([O:7][CH3:8])=[O:6])[CH3:2].[C:24](Cl)(=[O:28])[CH2:25][CH2:26][CH3:27]. No catalyst specified. The product is [C:24]([CH2:23][NH:22][CH2:21][C:19]1[S:18][CH:17]=[C:16]([C:13]2[CH:14]=[CH:15][C:10]([CH2:9][C@H:4]([O:3][CH2:1][CH3:2])[C:5]([O:7][CH3:8])=[O:6])=[CH:11][CH:12]=2)[CH:20]=1)(=[O:28])[CH2:25][CH2:26][CH3:27]. The yield is 0.750. (6) The reactants are [Cl:1][C:2]1[CH:3]=[N:4][CH:5]=[C:6]([Cl:21])[C:7]=1[CH2:8][CH:9]([C:11]1[CH:16]=[CH:15][C:14]([O:17][CH3:18])=[C:13]([O:19][CH3:20])[CH:12]=1)[OH:10].[CH3:22][O:23][C:24]1[CH:25]=[C:26]2[C:31](=[CH:32][CH:33]=1)[CH:30]=[C:29]([C@@H:34]([CH3:38])[C:35](O)=[O:36])[CH:28]=[CH:27]2.C(Cl)CCl.O. The catalyst is CN(C1C=CN=CC=1)C.CN(C=O)C. The product is [CH3:22][O:23][C:24]1[CH:25]=[C:26]2[C:31](=[CH:32][CH:33]=1)[CH:30]=[C:29]([CH:34]([CH3:38])[C:35]([O:10][C@H:9]([C:11]1[CH:16]=[CH:15][C:14]([O:17][CH3:18])=[C:13]([O:19][CH3:20])[CH:12]=1)[CH2:8][C:7]1[C:2]([Cl:1])=[CH:3][N:4]=[CH:5][C:6]=1[Cl:21])=[O:36])[CH:28]=[CH:27]2. The yield is 0.990. (7) The reactants are [NH2:1][C:2]1[N:7]=[C:6]2[N:8]([CH2:20][CH3:21])[C:9]([C:11]([N:13]([CH:17]3[CH2:19][CH2:18]3)[CH:14]3[CH2:16][CH2:15]3)=[O:12])=[CH:10][C:5]2=[C:4]2[N:22]([CH3:25])[CH:23]=[N:24][C:3]=12.[C:26]([N:29]=[C:30]=[S:31])(=[O:28])[CH3:27]. The catalyst is CC(C)=O. The product is [C:26]([NH:29][C:30](=[S:31])[NH:1][C:2]1[N:7]=[C:6]2[N:8]([CH2:20][CH3:21])[C:9]([C:11]([N:13]([CH:17]3[CH2:19][CH2:18]3)[CH:14]3[CH2:16][CH2:15]3)=[O:12])=[CH:10][C:5]2=[C:4]2[N:22]([CH3:25])[CH:23]=[N:24][C:3]=12)(=[O:28])[CH3:27]. The yield is 0.436.